Dataset: Forward reaction prediction with 1.9M reactions from USPTO patents (1976-2016). Task: Predict the product of the given reaction. (1) Given the reactants [CH3:1][C:2]1[N:3]=[C:4]([C:22]2[CH:27]=[CH:26][CH:25]=[CH:24][C:23]=2[O:28]CC2C=CC=CC=2)[N:5]([CH2:14][CH2:15][C:16]2[CH:21]=[CH:20][CH:19]=[CH:18][CH:17]=2)[C:6](=[O:13])[C:7]=1[C:8]([O:10][CH2:11][CH3:12])=[O:9], predict the reaction product. The product is: [OH:28][C:23]1[CH:24]=[CH:25][CH:26]=[CH:27][C:22]=1[C:4]1[N:5]([CH2:14][CH2:15][C:16]2[CH:17]=[CH:18][CH:19]=[CH:20][CH:21]=2)[C:6](=[O:13])[C:7]([C:8]([O:10][CH2:11][CH3:12])=[O:9])=[C:2]([CH3:1])[N:3]=1. (2) Given the reactants Br[C:2]1[CH:3]=[C:4]([CH:25]=[CH:26][N:27]=1)[C:5]([NH:7][C:8]1[S:9][C:10]2[C:16]([N:17]3[CH2:22][CH2:21][O:20][CH2:19][CH2:18]3)=[CH:15][CH:14]=[C:13]([O:23][CH3:24])[C:11]=2[N:12]=1)=[O:6].[CH2:28]([S-:30])[CH3:29].[Na+], predict the reaction product. The product is: [CH2:28]([S:30][C:2]1[CH:3]=[C:4]([CH:25]=[CH:26][N:27]=1)[C:5]([NH:7][C:8]1[S:9][C:10]2[C:16]([N:17]3[CH2:22][CH2:21][O:20][CH2:19][CH2:18]3)=[CH:15][CH:14]=[C:13]([O:23][CH3:24])[C:11]=2[N:12]=1)=[O:6])[CH3:29]. (3) Given the reactants [Br:1][C:2]1[CH:3]=[C:4]([C:14]([F:17])([F:16])[F:15])[C:5]2[N:6]([CH:8]=[C:9]([C:11]([OH:13])=O)[N:10]=2)[CH:7]=1.CN(C(ON1N=NC2C=CC=CC1=2)=[N+](C)C)C.F[P-](F)(F)(F)(F)F.[S:42]1[CH:46]=[CH:45][CH:44]=[C:43]1[CH2:47][NH2:48].CCN(C(C)C)C(C)C.C(=O)(O)[O-].[Na+], predict the reaction product. The product is: [S:42]1[CH:46]=[CH:45][CH:44]=[C:43]1[CH2:47][NH:48][C:11]([C:9]1[N:10]=[C:5]2[C:4]([C:14]([F:17])([F:16])[F:15])=[CH:3][C:2]([Br:1])=[CH:7][N:6]2[CH:8]=1)=[O:13].